This data is from Full USPTO retrosynthesis dataset with 1.9M reactions from patents (1976-2016). The task is: Predict the reactants needed to synthesize the given product. Given the product [C:8]([C:10](=[C:1]1[CH2:6][CH2:5][CH2:4][CH2:3][CH2:2]1)[C:11]([O:13][CH2:14][CH3:15])=[O:12])#[N:9], predict the reactants needed to synthesize it. The reactants are: [C:1]1(=O)[CH2:6][CH2:5][CH2:4][CH2:3][CH2:2]1.[C:8]([CH2:10][C:11]([O:13][CH2:14][CH3:15])=[O:12])#[N:9].C([O-])(=O)C.[NH4+].C(O)(=O)C.